This data is from HIV replication inhibition screening data with 41,000+ compounds from the AIDS Antiviral Screen. The task is: Binary Classification. Given a drug SMILES string, predict its activity (active/inactive) in a high-throughput screening assay against a specified biological target. (1) The compound is N#CC(N=O)C(N)=O. The result is 0 (inactive). (2) The drug is O=C(C=Nc1ccccc1S)c1ccco1. The result is 0 (inactive).